This data is from Full USPTO retrosynthesis dataset with 1.9M reactions from patents (1976-2016). The task is: Predict the reactants needed to synthesize the given product. (1) Given the product [C:19]12([CH2:29][C:30]([NH:1][N:2]3[C:11](=[O:12])[C:10]4[C:5](=[CH:6][CH:7]=[CH:8][CH:9]=4)[N:4]=[C:3]3[C:13]3[CH:18]=[CH:17][CH:16]=[CH:15][CH:14]=3)=[O:31])[CH2:26][CH:25]3[CH2:24][CH:23]([CH2:22][CH:21]([CH2:27]3)[CH2:20]1)[CH2:28]2, predict the reactants needed to synthesize it. The reactants are: [NH2:1][N:2]1[C:11](=[O:12])[C:10]2[C:5](=[CH:6][CH:7]=[CH:8][CH:9]=2)[N:4]=[C:3]1[C:13]1[CH:18]=[CH:17][CH:16]=[CH:15][CH:14]=1.[C:19]12([CH2:29][C:30](Cl)=[O:31])[CH2:28][CH:23]3[CH2:24][CH:25]([CH2:27][CH:21]([CH2:22]3)[CH2:20]1)[CH2:26]2. (2) Given the product [F:35][C:32]([F:34])([F:33])[C:30]1[CH:29]=[C:22]([CH:21]=[C:20]([C:19]([F:37])([F:36])[F:18])[CH:31]=1)[CH2:23][NH:24][CH2:25][CH2:8][OH:9], predict the reactants needed to synthesize it. The reactants are: ClC1C([C:8](O)=[O:9])=C(C2C=CC=CC=2)C(C)=CN=1.[F:18][C:19]([F:37])([F:36])[C:20]1[CH:21]=[C:22]([CH:29]=[C:30]([C:32]([F:35])([F:34])[F:33])[CH:31]=1)[CH2:23][NH:24][CH2:25]CCO. (3) Given the product [Cl:28][CH2:2][CH2:3][CH2:4][CH2:5][O:6][C:7]1[CH:16]=[C:15]2[C:10]([C:11]([NH:18][C:19]3[CH:20]=[C:21]([CH2:24][C:25]([OH:27])=[O:26])[NH:22][N:23]=3)=[N:12][CH:13]=[N:14]2)=[CH:9][CH:8]=1, predict the reactants needed to synthesize it. The reactants are: O[CH2:2][CH2:3][CH2:4][CH2:5][O:6][C:7]1[CH:16]=[C:15]2[C:10]([C:11](=O)[NH:12][CH:13]=[N:14]2)=[CH:9][CH:8]=1.[NH2:18][C:19]1[NH:23][N:22]=[C:21]([CH2:24][C:25]([OH:27])=[O:26])[CH:20]=1.[ClH:28].O1CCOCC1.[OH-].[Na+].